This data is from Catalyst prediction with 721,799 reactions and 888 catalyst types from USPTO. The task is: Predict which catalyst facilitates the given reaction. Reactant: [Br:1][C:2]1[C:7]([NH2:8])=[CH:6][C:5]([Br:9])=[CH:4][N:3]=1.C(N(CC)CC)C.[CH2:17]([O:24][CH2:25][C:26](Cl)=[O:27])[C:18]1[CH:23]=[CH:22][CH:21]=[CH:20][CH:19]=1. Product: [CH2:17]([O:24][CH2:25][C:26]([NH:8][C:7]1[C:2]([Br:1])=[N:3][CH:4]=[C:5]([Br:9])[CH:6]=1)=[O:27])[C:18]1[CH:23]=[CH:22][CH:21]=[CH:20][CH:19]=1. The catalyst class is: 2.